This data is from Catalyst prediction with 721,799 reactions and 888 catalyst types from USPTO. The task is: Predict which catalyst facilitates the given reaction. (1) Reactant: C[O:2][C:3](=O)[CH:4]([CH3:28])[CH2:5][C:6]1[CH:27]=[CH:26][C:9]2[C:10]3[N:14]([CH2:15][CH2:16][O:17][C:8]=2[CH:7]=1)[CH:13]=[C:12]([C:18]1[N:19]([CH:23]([CH3:25])[CH3:24])[N:20]=[CH:21][N:22]=1)[N:11]=3.O.[OH-].[Li+].C[N:34](C(ON1N=NC2C=CC=NC1=2)=[N+](C)C)C.F[P-](F)(F)(F)(F)F.[Cl-].[NH4+].C(N(CC)CC)C. Product: [CH:23]([N:19]1[C:18]([C:12]2[N:11]=[C:10]3[C:9]4[CH:26]=[CH:27][C:6]([CH2:5][CH:4]([CH3:28])[C:3]([NH2:34])=[O:2])=[CH:7][C:8]=4[O:17][CH2:16][CH2:15][N:14]3[CH:13]=2)=[N:22][CH:21]=[N:20]1)([CH3:25])[CH3:24]. The catalyst class is: 24. (2) Reactant: N[C@H](C(N[C@H](C(N[C@H](C(N[C@H](C(N[C@H](C(N[C@H](C(N[C@H](C(N[C@H](C(O)=O)CCC(=O)OC(C)(C)C)=O)[C@@H](C)OC(C)(C)C)=O)[C@H](CC)C)=O)C(C)C)=O)CCC(=O)OC(C)(C)C)=O)CC(=O)NC(C1C=CC=CC=1)(C1C=CC=CC=1)C1C=CC=CC=1)=O)CC(C)C)=[O:8])CC(C)C.SCCS([O-])(=O)=O.[Na+].C1CN([P+](ON2N=NC3C=CC=CC2=3)(N2CCCC2)N2CCCC2)CC1.F[P-](F)(F)(F)(F)F.CCN(C(C)C)C(C)C.[F:147][C:148]([F:153])([F:152])[C:149]([OH:151])=[O:150]. Product: [OH2:8].[OH:151][C:149]([C:148]([F:153])([F:152])[F:147])=[O:150].[C:149]([OH:151])([C:148]([F:153])([F:152])[F:147])=[O:150]. The catalyst class is: 18. (3) Reactant: [C:1]1([C:7]2[CH:12]=[CH:11][N:10]=[C:9]([C:13]3[C:17]4[C:18]([NH:22][CH:23]([CH3:25])[CH3:24])=[N:19][CH:20]=[CH:21][C:16]=4[N:15](CC4C=CC(OC)=CC=4)[N:14]=3)[CH:8]=2)[CH2:6][CH2:5][CH2:4][CH2:3][CH:2]=1.ClC1C=CN=C(C2C3C(NC(C)C)=NC=CC=3N(CC3C=CC(OC)=CC=3)N=2)C=1.C1(B2OC(C)(C)C(C)(C)O2)CCCC=C1.C([O-])([O-])=O.[Na+].[Na+]. Product: [CH:1]1([C:7]2[CH:12]=[CH:11][N:10]=[C:9]([C:13]3[C:17]4[C:18]([NH:22][CH:23]([CH3:25])[CH3:24])=[N:19][CH:20]=[CH:21][C:16]=4[NH:15][N:14]=3)[CH:8]=2)[CH2:2][CH2:3][CH2:4][CH2:5][CH2:6]1. The catalyst class is: 23. (4) Reactant: [F:1][CH:2]([F:17])[CH2:3][O:4][C:5]1[N:13]=[CH:12][C:11]([N+:14]([O-:16])=[O:15])=[CH:10][C:6]=1[C:7](O)=[O:8].S(Cl)([Cl:20])=O. Product: [F:1][CH:2]([F:17])[CH2:3][O:4][C:5]1[N:13]=[CH:12][C:11]([N+:14]([O-:16])=[O:15])=[CH:10][C:6]=1[C:7]([Cl:20])=[O:8]. The catalyst class is: 85. (5) Reactant: [C:1]([O:5][C:6](=[O:14])[NH:7][C:8]1[CH:12]=[CH:11][S:10][C:9]=1Br)([CH3:4])([CH3:3])[CH3:2].C([Li])CCC.Cl[Sn:21]([CH3:24])([CH3:23])[CH3:22]. Product: [C:1]([O:5][C:6](=[O:14])[NH:7][C:8]1[CH:12]=[CH:11][S:10][C:9]=1[Sn:21]([CH3:24])([CH3:23])[CH3:22])([CH3:4])([CH3:3])[CH3:2]. The catalyst class is: 1. (6) Reactant: [N:1]([CH2:4][C:5]1[O:6][CH:7]=[C:8]([C:10]2([CH3:15])[O:14][CH2:13][CH2:12][O:11]2)[N:9]=1)=[N+]=[N-].C1C=CC(P(C2C=CC=CC=2)C2C=CC=CC=2)=CC=1.O. Product: [CH3:15][C:10]1([C:8]2[N:9]=[C:5]([CH2:4][NH2:1])[O:6][CH:7]=2)[O:14][CH2:13][CH2:12][O:11]1. The catalyst class is: 1. (7) Reactant: Br[C:2]1[CH:3]=[C:4]([CH2:12][C:13]2[CH:18]=[CH:17][N:16]=[CH:15][CH:14]=2)[CH:5]=[C:6]2[C:11]=1[N:10]=[CH:9][CH:8]=[CH:7]2.C([Li])CCC.CN([CH:27]=[O:28])C. Product: [N:16]1[CH:17]=[CH:18][C:13]([CH2:12][C:4]2[CH:5]=[C:6]3[C:11](=[C:2]([CH:27]=[O:28])[CH:3]=2)[N:10]=[CH:9][CH:8]=[CH:7]3)=[CH:14][CH:15]=1. The catalyst class is: 1.